Dataset: Reaction yield outcomes from USPTO patents with 853,638 reactions. Task: Predict the reaction yield, written as a fraction of the theoretical maximum amount of product (1.0 means a 100% yield; for example, 0.34 means a 34% yield). (1) The reactants are [OH:1][C:2]1[CH:7]=[CH:6][C:5]([C:8]2[CH:13]=[CH:12][CH:11]=[C:10]([C:14](=[O:16])[CH3:15])[CH:9]=2)=[CH:4][CH:3]=1.[I-:17].[K+].II. The catalyst is N.O. The product is [OH:1][C:2]1[CH:3]=[CH:4][C:5]([C:8]2[CH:13]=[CH:12][CH:11]=[C:10]([C:14](=[O:16])[CH3:15])[CH:9]=2)=[CH:6][C:7]=1[I:17]. The yield is 0.210. (2) The reactants are [F:1][C:2]([F:11])([F:10])[C:3]1[CH:9]=[CH:8][C:6]([NH2:7])=[CH:5][CH:4]=1.[CH3:12][C:13]([CH3:17])(O)[C:14]#[N:15].S([O-])([O-])(=O)=O.[Mg+2]. The catalyst is C(OCC)(=O)C. The product is [CH3:12][C:13]([NH:7][C:6]1[CH:8]=[CH:9][C:3]([C:2]([F:10])([F:11])[F:1])=[CH:4][CH:5]=1)([CH3:17])[C:14]#[N:15]. The yield is 0.950. (3) The reactants are [C:1]([CH:3]1[CH2:6][N:5]([C:7](=[O:31])[C@H:8]([NH:10][C:11]([C:13]2[C:21]3[C:16](=[N:17][CH:18]=[C:19](Br)[N:20]=3)[N:15]([CH2:23][O:24][CH2:25][CH2:26][Si:27]([CH3:30])([CH3:29])[CH3:28])[CH:14]=2)=[O:12])[CH3:9])[CH2:4]1)#[N:2].[F:32][C:33]1[CH:34]=[CH:35][C:36]2[N:37]([C:39]([S:55][CH3:56])=[N:40][C:41]=2[Sn](CCCC)(CCCC)CCCC)[CH:38]=1. The catalyst is CN(C=O)C.C1C=CC([P]([Pd]([P](C2C=CC=CC=2)(C2C=CC=CC=2)C2C=CC=CC=2)([P](C2C=CC=CC=2)(C2C=CC=CC=2)C2C=CC=CC=2)[P](C2C=CC=CC=2)(C2C=CC=CC=2)C2C=CC=CC=2)(C2C=CC=CC=2)C2C=CC=CC=2)=CC=1.[Cu]I. The product is [C:1]([CH:3]1[CH2:6][N:5]([C:7](=[O:31])[C@H:8]([NH:10][C:11]([C:13]2[C:21]3[C:16](=[N:17][CH:18]=[C:19]([C:41]4[N:40]=[C:39]([S:55][CH3:56])[N:37]5[CH:38]=[C:33]([F:32])[CH:34]=[CH:35][C:36]=45)[N:20]=3)[N:15]([CH2:23][O:24][CH2:25][CH2:26][Si:27]([CH3:30])([CH3:29])[CH3:28])[CH:14]=2)=[O:12])[CH3:9])[CH2:4]1)#[N:2]. The yield is 0.820.